From a dataset of Forward reaction prediction with 1.9M reactions from USPTO patents (1976-2016). Predict the product of the given reaction. (1) Given the reactants [Br:1][C:2]1[CH:3]=[C:4]([C:8]2O[C:10]([C:25]3[CH:30]=[CH:29][CH:28]=[C:27]([Br:31])[CH:26]=3)=[C:11]3[C:24]4[CH:23]=[CH:22][CH:21]=[CH:20][C:19]=4[C:18]4[C:13](=[CH:14][CH:15]=[CH:16][CH:17]=4)[C:12]=23)[CH:5]=[CH:6][CH:7]=1.[C:32]12CC(CC1)=C[CH:33]=2, predict the reaction product. The product is: [Br:1][C:2]1[CH:3]=[C:4]([C:8]2[C:12]3[C:13]4[C:18](=[CH:17][CH:16]=[CH:15][CH:14]=4)[C:19]4[C:24](=[CH:23][CH:22]=[CH:21][CH:20]=4)[C:11]=3[C:10]([C:25]3[CH:30]=[CH:29][CH:28]=[C:27]([Br:31])[CH:26]=3)=[CH:33][CH:32]=2)[CH:5]=[CH:6][CH:7]=1. (2) Given the reactants Cl[C:2]1[C:3](=[O:18])[N:4]([CH:15]([CH3:17])[CH3:16])[S:5](=[O:14])(=[O:13])[C:6]=1[C:7]1[CH:12]=[CH:11][CH:10]=[CH:9][CH:8]=1.[NH2:19][CH2:20][CH2:21][C:22]1[CH:27]=[C:26]([O:28][CH3:29])[C:25]([OH:30])=[C:24]([O:31][CH3:32])[CH:23]=1, predict the reaction product. The product is: [OH:30][C:25]1[C:24]([O:31][CH3:32])=[CH:23][C:22]([CH2:21][CH2:20][NH:19][C:2]2[C:3](=[O:18])[N:4]([CH:15]([CH3:17])[CH3:16])[S:5](=[O:14])(=[O:13])[C:6]=2[C:7]2[CH:12]=[CH:11][CH:10]=[CH:9][CH:8]=2)=[CH:27][C:26]=1[O:28][CH3:29]. (3) Given the reactants [C:1]([CH2:3][C:4]([OH:6])=O)#[N:2].C([Li])CCC.[C:12]1([CH2:18][CH2:19]C(Cl)=O)[CH:17]=[CH:16][CH:15]=[CH:14][CH:13]=1.C1(CCC(O)=O)C=CC=CC=1, predict the reaction product. The product is: [O:6]=[C:4]([CH2:19][CH2:18][C:12]1[CH:17]=[CH:16][CH:15]=[CH:14][CH:13]=1)[CH2:3][C:1]#[N:2]. (4) Given the reactants [N:1]1([C:7]2[CH:15]=[CH:14][C:13]([N+:16]([O-:18])=[O:17])=[CH:12][C:8]=2[C:9](Cl)=[O:10])[CH2:6][CH2:5][O:4][CH2:3][CH2:2]1.[F:19][C:20]1[CH:25]=[C:24]([F:26])[CH:23]=[CH:22][C:21]=1[N:27]1[CH2:32][CH2:31][NH:30][CH2:29][CH2:28]1, predict the reaction product. The product is: [F:19][C:20]1[CH:25]=[C:24]([F:26])[CH:23]=[CH:22][C:21]=1[N:27]1[CH2:28][CH2:29][N:30]([C:9]([C:8]2[CH:12]=[C:13]([N+:16]([O-:18])=[O:17])[CH:14]=[CH:15][C:7]=2[N:1]2[CH2:6][CH2:5][O:4][CH2:3][CH2:2]2)=[O:10])[CH2:31][CH2:32]1. (5) Given the reactants [C:1]([C:5]1[O:9][C:8](=[NH:10])[N:7]([CH2:11][C@H:12]2[CH2:16][CH2:15][CH2:14][O:13]2)[CH:6]=1)([CH3:4])([CH3:3])[CH3:2].O.N1(O)C2C=CC=CC=2N=N1.Cl.C(N=C=NCCCN(C)C)C.[F:40][C:41]1[CH:49]=[CH:48][C:47]([C:50]([F:53])([F:52])[F:51])=[CH:46][C:42]=1[C:43](O)=[O:44].C(N(CC)CC)C, predict the reaction product. The product is: [C:1]([C:5]1[O:9]/[C:8](=[N:10]\[C:43](=[O:44])[C:42]2[CH:46]=[C:47]([C:50]([F:51])([F:52])[F:53])[CH:48]=[CH:49][C:41]=2[F:40])/[N:7]([CH2:11][C@H:12]2[CH2:16][CH2:15][CH2:14][O:13]2)[CH:6]=1)([CH3:4])([CH3:2])[CH3:3]. (6) The product is: [CH3:1][C:2]1([C:5]2[NH:15][C:13](=[O:14])[C:9]3[NH:10][N:11]=[CH:12][C:8]=3[N:7]=2)[CH2:4][CH2:3]1. Given the reactants [CH3:1][C:2]1([C:5]([NH:7][C:8]2[CH:12]=[N:11][NH:10][C:9]=2[C:13]([NH2:15])=[O:14])=O)[CH2:4][CH2:3]1.C(O[K])(C)(C)C, predict the reaction product. (7) Given the reactants Cl[C:2]1[N:7]=[CH:6][C:5]([C:8]([N:10]2[CH2:15][CH2:14][CH2:13][CH2:12][CH2:11]2)=[O:9])=[CH:4][CH:3]=1.[NH2:16][C:17]1[CH:22]=[CH:21][C:20]([Cl:23])=[CH:19][N:18]=1.CC([O-])(C)C.[K+].CC(OC)(C)C, predict the reaction product. The product is: [Cl:23][C:20]1[CH:21]=[CH:22][C:17]([NH:16][C:2]2[N:7]=[CH:6][C:5]([C:8]([N:10]3[CH2:15][CH2:14][CH2:13][CH2:12][CH2:11]3)=[O:9])=[CH:4][CH:3]=2)=[N:18][CH:19]=1.